This data is from Catalyst prediction with 721,799 reactions and 888 catalyst types from USPTO. The task is: Predict which catalyst facilitates the given reaction. Reactant: [F:1][C:2]([F:16])([F:15])[C:3]([NH:5][C@H:6]([C:9]1[CH:14]=[CH:13][CH:12]=[CH:11][CH:10]=1)[CH2:7][OH:8])=[O:4].[Li][CH2:18][CH2:19][CH2:20]C.CN1C(=O)N(C)CCC1.C(Br)C=C. Product: [CH2:20]([O:8][CH2:7][C@H:6]([NH:5][C:3](=[O:4])[C:2]([F:15])([F:16])[F:1])[C:9]1[CH:14]=[CH:13][CH:12]=[CH:11][CH:10]=1)[CH:19]=[CH2:18]. The catalyst class is: 1.